This data is from Catalyst prediction with 721,799 reactions and 888 catalyst types from USPTO. The task is: Predict which catalyst facilitates the given reaction. (1) Reactant: [Cl:1][C:2]1[CH:10]=[C:9]2[C:5]([C:6]([C:11]3[N:12]=[C:13]4[C:19]([C:20](O)=[O:21])=[CH:18][N:17]([CH2:23][O:24][CH2:25][CH2:26][Si:27]([CH3:30])([CH3:29])[CH3:28])[C:14]4=[N:15][CH:16]=3)=[N:7][NH:8]2)=[C:4]([F:31])[CH:3]=1.F[B-](F)(F)F.[N:37]1(OC(N(C)C)=[N+](C)C)[C:41]2[CH:42]=CC=C[C:40]=2N=N1.C(N(CC)C(C)C)(C)C.C(N)(C)C. Product: [CH:41]([NH:37][C:20]([C:19]1[C:13]2[C:14](=[N:15][CH:16]=[C:11]([C:6]3[C:5]4[C:9](=[CH:10][C:2]([Cl:1])=[CH:3][C:4]=4[F:31])[NH:8][N:7]=3)[N:12]=2)[N:17]([CH2:23][O:24][CH2:25][CH2:26][Si:27]([CH3:29])([CH3:28])[CH3:30])[CH:18]=1)=[O:21])([CH3:42])[CH3:40]. The catalyst class is: 647. (2) Product: [CH3:54][C:51]1([CH3:55])[O:50][CH:49]([CH2:48][NH:47][C:45]([CH2:44][O:36][C:35](=[O:37])[C:34]2[CH:38]=[CH:39][C:31]([NH:30][C:28]([C@H:9]3[C@H:8]([C:4]4[CH:5]=[CH:6][CH:7]=[C:2]([Cl:1])[C:3]=4[F:42])[C@:12]([C:15]4[CH:20]=[CH:19][C:18]([Cl:21])=[CH:17][C:16]=4[F:22])([C:13]#[N:14])[C@H:11]([CH2:23][C:24]([CH3:26])([CH3:27])[CH3:25])[NH:10]3)=[O:29])=[C:32]([O:40][CH3:41])[CH:33]=2)=[O:46])[CH2:53][O:52]1. Reactant: [Cl:1][C:2]1[C:3]([F:42])=[C:4]([C@@H:8]2[C@:12]([C:15]3[CH:20]=[CH:19][C:18]([Cl:21])=[CH:17][C:16]=3[F:22])([C:13]#[N:14])[C@H:11]([CH2:23][C:24]([CH3:27])([CH3:26])[CH3:25])[NH:10][C@H:9]2[C:28]([NH:30][C:31]2[CH:39]=[CH:38][C:34]([C:35]([OH:37])=[O:36])=[CH:33][C:32]=2[O:40][CH3:41])=[O:29])[CH:5]=[CH:6][CH:7]=1.Cl[CH2:44][C:45]([NH:47][CH2:48][CH:49]1[CH2:53][O:52][C:51]([CH3:55])([CH3:54])[O:50]1)=[O:46].CN(C)C=O. The catalyst class is: 6. (3) Reactant: [ClH:1].Cl.[NH2:3][CH:4]1[CH2:9][CH2:8][N:7]([CH2:10][C@H:11]2[N:21]3[C:22]4[N:13]([C:14](=[O:24])[CH:15]=[CH:16][C:17]=4[CH:18]=[CH:19][C:20]3=[O:23])[CH2:12]2)[CH2:6][CH2:5]1.C(N(CC)CC)C.[O:32]1[C:36]2[CH:37]=[C:38]([CH:41]=O)[CH:39]=[CH:40][C:35]=2[CH2:34][CH2:33]1. Product: [ClH:1].[O:32]1[C:36]2[CH:37]=[C:38]([CH2:41][NH:3][CH:4]3[CH2:5][CH2:6][N:7]([CH2:10][C@H:11]4[N:21]5[C:22]6[N:13]([C:14](=[O:24])[CH:15]=[CH:16][C:17]=6[CH:18]=[CH:19][C:20]5=[O:23])[CH2:12]4)[CH2:8][CH2:9]3)[CH:39]=[CH:40][C:35]=2[CH2:34][CH2:33]1. The catalyst class is: 147. (4) Reactant: [C:1]([O:4][CH2:5][C:6]([CH3:36])([CH3:35])[CH2:7][N:8]1[C:14]2[CH:15]=[CH:16][C:17]([Cl:19])=[CH:18][C:13]=2[C@@H:12]([C:20]2[CH:25]=[CH:24][CH:23]=[C:22]([O:26][CH3:27])[C:21]=2[O:28][CH3:29])[O:11][C@H:10]([CH2:30][C:31](O)=[O:32])[C:9]1=[O:34])(=[O:3])[CH3:2].C(N(CC)CC)C.ClC(OCC(C)C)=O.[NH2:52][C:53]1[S:54][C:55]([CH2:65][CH2:66][CH2:67][C:68]([O:70][CH2:71][CH3:72])=[O:69])=[C:56]([C:58]2[CH:63]=[CH:62][C:61]([Cl:64])=[CH:60][CH:59]=2)[N:57]=1.N1C=CC=CC=1. Product: [C:1]([O:4][CH2:5][C:6]([CH3:36])([CH3:35])[CH2:7][N:8]1[C:14]2[CH:15]=[CH:16][C:17]([Cl:19])=[CH:18][C:13]=2[C@@H:12]([C:20]2[CH:25]=[CH:24][CH:23]=[C:22]([O:26][CH3:27])[C:21]=2[O:28][CH3:29])[O:11][C@H:10]([CH2:30][C:31]([NH:52][C:53]2[S:54][C:55]([CH2:65][CH2:66][CH2:67][C:68]([O:70][CH2:71][CH3:72])=[O:69])=[C:56]([C:58]3[CH:59]=[CH:60][C:61]([Cl:64])=[CH:62][CH:63]=3)[N:57]=2)=[O:32])[C:9]1=[O:34])(=[O:3])[CH3:2]. The catalyst class is: 35.